Predict the reaction yield, written as a fraction of the theoretical maximum amount of product (1.0 means a 100% yield; for example, 0.34 means a 34% yield). From a dataset of Reaction yield outcomes from USPTO patents with 853,638 reactions. (1) The reactants are [Cl:1][C:2]1[C:3]([C:8](=[O:15])[CH2:9][C:10]([O:12][CH2:13][CH3:14])=[O:11])=[N:4][CH:5]=[CH:6][CH:7]=1.CO[CH:18](OC)[N:19]([CH3:21])[CH3:20]. The catalyst is C(OCC)(=O)C. The product is [CH2:13]([O:12][C:10](=[O:11])[C:9]([C:8]([C:3]1[C:2]([Cl:1])=[CH:7][CH:6]=[CH:5][N:4]=1)=[O:15])=[CH:18][N:19]([CH3:21])[CH3:20])[CH3:14]. The yield is 0.700. (2) The reactants are [N+:1]([C:4]1[CH:5]=[C:6]([NH2:11])[C:7]([NH2:10])=[CH:8][CH:9]=1)([O-:3])=[O:2].[CH:12](=O)[CH:13]=O. The catalyst is CCO. The product is [N+:1]([C:4]1[CH:5]=[C:6]2[C:7](=[CH:8][CH:9]=1)[N:10]=[CH:13][CH:12]=[N:11]2)([O-:3])=[O:2]. The yield is 0.970. (3) The reactants are O[C@H]([C@@H](O)C(O)=O)C(O)=O.[S:11]1[CH2:15][CH2:14][NH:13][C@@H:12]1[C:16]([O:18][CH2:19][CH3:20])=[O:17].C([O-])(O)=O.[Na+].CCOCC.[CH3:31][N:32]([CH3:45])[C:33]([C:35]1[CH:36]=[C:37]([S:41](Cl)(=[O:43])=[O:42])[CH:38]=[CH:39][CH:40]=1)=[O:34]. The catalyst is C1COCC1. The product is [CH3:31][N:32]([CH3:45])[C:33]([C:35]1[CH:36]=[C:37]([S:41]([N:13]2[CH2:14][CH2:15][S:11][C@H:12]2[C:16]([O:18][CH2:19][CH3:20])=[O:17])(=[O:43])=[O:42])[CH:38]=[CH:39][CH:40]=1)=[O:34]. The yield is 0.790. (4) The reactants are C([Si](C)(C)[O:6][C:7]1[C:12]([CH3:13])=[CH:11][C:10]([C:14]2([C:24]3[CH:29]=[C:28]([CH3:30])[C:27]([O:31][Si](C(C)(C)C)(C)C)=[C:26]([CH3:39])[CH:25]=3)[C:22]3[C:17](=[CH:18][CH:19]=[CH:20][CH:21]=3)[NH:16][C:15]2=[O:23])=[CH:9][C:8]=1[CH3:40])(C)(C)C.[CH:43]([C:46]1[CH:47]=[C:48](B(O)O)[CH:49]=[CH:50][CH:51]=1)([CH3:45])[CH3:44].C(N(CC)CC)C.[F-].C([N+](CCCC)(CCCC)CCCC)CCC.[Cl-].[NH4+]. The catalyst is C1COCC1.C([O-])(=O)C.[Cu+2].C([O-])(=O)C.C(OCC)(=O)C.O.ClCCl. The product is [OH:31][C:27]1[C:26]([CH3:39])=[CH:25][C:24]([C:14]2([C:10]3[CH:9]=[C:8]([CH3:40])[C:7]([OH:6])=[C:12]([CH3:13])[CH:11]=3)[C:22]3[C:17](=[CH:18][CH:19]=[CH:20][CH:21]=3)[N:16]([C:50]3[CH:49]=[CH:48][CH:47]=[C:46]([CH:43]([CH3:45])[CH3:44])[CH:51]=3)[C:15]2=[O:23])=[CH:29][C:28]=1[CH3:30]. The yield is 0.310. (5) The reactants are [CH2:1]([O:8][C:9]1[CH:17]=[CH:16][C:12]([C:13](Cl)=[O:14])=[CH:11][CH:10]=1)[C:2]1[CH:7]=[CH:6][CH:5]=[CH:4][CH:3]=1.Cl.[CH3:19][NH:20][O:21][CH3:22].C(N(CC)CC)C. The catalyst is C(Cl)Cl. The product is [CH2:1]([O:8][C:9]1[CH:17]=[CH:16][C:12]([C:13]([N:20]([O:21][CH3:22])[CH3:19])=[O:14])=[CH:11][CH:10]=1)[C:2]1[CH:7]=[CH:6][CH:5]=[CH:4][CH:3]=1. The yield is 0.950.